Dataset: Peptide-MHC class I binding affinity with 185,985 pairs from IEDB/IMGT. Task: Regression. Given a peptide amino acid sequence and an MHC pseudo amino acid sequence, predict their binding affinity value. This is MHC class I binding data. (1) The peptide sequence is TPGDLNTML. The MHC is HLA-B42:01 with pseudo-sequence HLA-B42:01. The binding affinity (normalized) is 0.523. (2) The peptide sequence is IPRNRDNLL. The binding affinity (normalized) is 0.0847. The MHC is HLA-A02:03 with pseudo-sequence HLA-A02:03. (3) The peptide sequence is MLIFNVKSKL. The MHC is HLA-A02:01 with pseudo-sequence HLA-A02:01. The binding affinity (normalized) is 0.212. (4) The peptide sequence is EELIKLRFWF. The MHC is HLA-B40:02 with pseudo-sequence HLA-B40:02. The binding affinity (normalized) is 0.145. (5) The peptide sequence is FSAGAGVLDK. The MHC is HLA-A33:01 with pseudo-sequence HLA-A33:01. The binding affinity (normalized) is 0.459. (6) The peptide sequence is RHDITGFIL. The MHC is HLA-B40:01 with pseudo-sequence HLA-B40:01. The binding affinity (normalized) is 0.423. (7) The peptide sequence is WPTPKTHPV. The MHC is HLA-A30:02 with pseudo-sequence HLA-A30:02. The binding affinity (normalized) is 0.213. (8) The peptide sequence is LRNIYETEF. The MHC is HLA-A02:11 with pseudo-sequence HLA-A02:11. The binding affinity (normalized) is 0.0847. (9) The peptide sequence is FSPLFKYVI. The MHC is Mamu-A01 with pseudo-sequence Mamu-A01. The binding affinity (normalized) is 1.00. (10) The peptide sequence is GEYRSGNNL. The binding affinity (normalized) is 0.0847. The MHC is HLA-A02:06 with pseudo-sequence HLA-A02:06.